Dataset: Forward reaction prediction with 1.9M reactions from USPTO patents (1976-2016). Task: Predict the product of the given reaction. (1) Given the reactants [CH2:1]([N:3]1[C:12]2[C:7](=[CH:8][C:9]([N+:13]([O-])=O)=[CH:10][CH:11]=2)[C:6](=[O:16])[N:5]([CH2:17][S:18][CH3:19])[C:4]1=[O:20])[CH3:2].[Sn](Cl)Cl, predict the reaction product. The product is: [NH2:13][C:9]1[CH:8]=[C:7]2[C:12](=[CH:11][CH:10]=1)[N:3]([CH2:1][CH3:2])[C:4](=[O:20])[N:5]([CH2:17][S:18][CH3:19])[C:6]2=[O:16]. (2) Given the reactants [C:1]([O:5][C:6]([N:8]1[CH2:13][CH2:12][CH:11]([CH2:14][NH2:15])[CH2:10][CH2:9]1)=[O:7])([CH3:4])([CH3:3])[CH3:2].N1C=CC=C[CH:17]=1.[C:22](Cl)(=[O:24])[CH3:23].O, predict the reaction product. The product is: [C:1]([O:5][C:6]([N:8]1[CH2:13][CH2:12][CH:11]([CH2:14][N:15]([C:22](=[O:24])[CH3:23])[CH3:17])[CH2:10][CH2:9]1)=[O:7])([CH3:4])([CH3:3])[CH3:2]. (3) Given the reactants [NH2:1][C:2]1[C:6]([C:7]([NH2:9])=[O:8])=[CH:5][NH:4][N:3]=1.S(=O)(=O)(O)O.[CH:15](N)=O, predict the reaction product. The product is: [NH:3]1[C:2]2=[N:1][CH:15]=[N:9][C:7]([OH:8])=[C:6]2[CH:5]=[N:4]1.